This data is from Peptide-MHC class I binding affinity with 185,985 pairs from IEDB/IMGT. The task is: Regression. Given a peptide amino acid sequence and an MHC pseudo amino acid sequence, predict their binding affinity value. This is MHC class I binding data. The peptide sequence is IANTTDHFF. The MHC is HLA-A02:12 with pseudo-sequence HLA-A02:12. The binding affinity (normalized) is 0.0847.